This data is from Forward reaction prediction with 1.9M reactions from USPTO patents (1976-2016). The task is: Predict the product of the given reaction. (1) Given the reactants C([O:3][C:4](=[O:44])[CH2:5][CH2:6][N:7]1[C:11]2[CH:12]=[CH:13][CH:14]=[CH:15][C:10]=2[N:9]=[C:8]1[C:16]([N:18]([CH2:40][CH:41]([CH3:43])[CH3:42])[C@H:19]1[CH2:24][C@@H:23]([C:25]([N:27]2[CH2:32][CH2:31][O:30][CH2:29][CH2:28]2)=[O:26])[CH2:22][N:21]([C:33]([O:35][C:36]([CH3:39])([CH3:38])[CH3:37])=[O:34])[CH2:20]1)=[O:17])C.[OH-].[Na+].Cl, predict the reaction product. The product is: [C:36]([O:35][C:33]([N:21]1[CH2:22][C@H:23]([C:25]([N:27]2[CH2:32][CH2:31][O:30][CH2:29][CH2:28]2)=[O:26])[CH2:24][C@H:19]([N:18]([CH2:40][CH:41]([CH3:43])[CH3:42])[C:16]([C:8]2[N:7]([CH2:6][CH2:5][C:4]([OH:44])=[O:3])[C:11]3[CH:12]=[CH:13][CH:14]=[CH:15][C:10]=3[N:9]=2)=[O:17])[CH2:20]1)=[O:34])([CH3:37])([CH3:39])[CH3:38]. (2) Given the reactants [N:1]1[CH:6]=[CH:5][C:4]([NH:7][C:8](=[O:15])OCC(Cl)(Cl)Cl)=[CH:3][N:2]=1.[C:16]1([C:22]2[N:26]=[C:25]([N:27]3[CH2:32][CH2:31][NH:30][CH2:29][CH2:28]3)[S:24][N:23]=2)[CH:21]=[CH:20][CH:19]=[CH:18][CH:17]=1.C(N(C(C)C)CC)(C)C.CS(C)=O, predict the reaction product. The product is: [C:16]1([C:22]2[N:26]=[C:25]([N:27]3[CH2:32][CH2:31][N:30]([C:8]([NH:7][C:4]4[CH:5]=[CH:6][N:1]=[N:2][CH:3]=4)=[O:15])[CH2:29][CH2:28]3)[S:24][N:23]=2)[CH:17]=[CH:18][CH:19]=[CH:20][CH:21]=1. (3) The product is: [C:1]12([NH:6][C:7]([C:9]3[CH:14]=[C:13]([N:15]4[CH2:20][CH2:19][CH:18]([C:21]5[C:29]6[C:24](=[N:25][CH:26]=[CH:27][CH:28]=6)[NH:23][N:22]=5)[CH2:17][CH2:16]4)[N:12]=[C:11]([O:31][CH2:32][C@H:33]4[CH2:35][C@H:34]4[C:36]#[N:37])[N:10]=3)=[O:8])[CH2:5][CH:3]([CH2:4]1)[CH2:2]2. Given the reactants [C:1]12([NH:6][C:7]([C:9]3[CH:14]=[C:13]([N:15]4[CH2:20][CH2:19][CH:18]([C:21]5[C:29]6[C:24](=[N:25][CH:26]=[CH:27][CH:28]=6)[NH:23][N:22]=5)[CH2:17][CH2:16]4)[N:12]=[C:11](Cl)[N:10]=3)=[O:8])[CH2:5][CH:3]([CH2:4]1)[CH2:2]2.[OH:31][CH2:32][C@H:33]1[CH2:35][C@H:34]1[C:36]#[N:37].C1OCCOCCOCCOCCOCCOC1.C[Si]([N-][Si](C)(C)C)(C)C.[K+], predict the reaction product. (4) The product is: [F:1][C:2]1[CH:7]=[C:6]([C:8]2[S:9][C:10]([C:14]3[N:19]=[C:18]([C:20]#[N:21])[CH:17]=[CH:16][CH:15]=3)=[CH:11][N:12]=2)[CH:5]=[N:4][CH:3]=1. Given the reactants [F:1][C:2]1[CH:3]=[N:4][CH:5]=[C:6]([C:8]2[S:9][CH:10]=[CH:11][N:12]=2)[CH:7]=1.Br[C:14]1[N:19]=[C:18]([C:20]#[N:21])[CH:17]=[CH:16][CH:15]=1.CC1C=CC=CC=1P(C1C=CC=CC=1C)C1C=CC=CC=1C.O, predict the reaction product.